Dataset: Forward reaction prediction with 1.9M reactions from USPTO patents (1976-2016). Task: Predict the product of the given reaction. (1) Given the reactants [CH:1]([C:4]1[S:5][C:6]([C:9]2([OH:19])[CH2:18][CH2:17][C:12]3(OCC[O:13]3)[CH2:11][CH2:10]2)=[CH:7][N:8]=1)([CH3:3])[CH3:2].C([O-])([O-])=O.[Na+].[Na+], predict the reaction product. The product is: [OH:19][C:9]1([C:6]2[S:5][C:4]([CH:1]([CH3:3])[CH3:2])=[N:8][CH:7]=2)[CH2:18][CH2:17][C:12](=[O:13])[CH2:11][CH2:10]1. (2) Given the reactants CS(C)=O.CC(C)=O.[CH3:9][C:10]1[CH:15]=[C:14]([NH:16][C:17]2[CH:18]=[CH:19][N:20]=[CH:21][C:22]=2[S:23]([NH:26][C:27]([NH:29][CH:30]([CH3:32])[CH3:31])=[O:28])(=[O:25])=[O:24])[CH:13]=[CH:12][CH:11]=1.[ClH:33], predict the reaction product. The product is: [CH3:9][C:10]1[CH:15]=[C:14]([NH:16][C:17]2[CH:18]=[CH:19][N:20]=[CH:21][C:22]=2[S:23]([NH:26][C:27]([NH:29][CH:30]([CH3:32])[CH3:31])=[O:28])(=[O:24])=[O:25])[CH:13]=[CH:12][CH:11]=1.[ClH:33]. (3) Given the reactants [C:1]([O:5][C:6](=[O:13])[NH:7][N:8]1[CH:12]=[CH:11][CH:10]=[CH:9]1)([CH3:4])([CH3:3])[CH3:2].[F:14][C:15]([F:25])([F:24])[C:16]1[CH:23]=[CH:22][CH:21]=[CH:20][C:17]=1[CH2:18]Cl.[H-].[Na+], predict the reaction product. The product is: [C:1]([O:5][C:6](=[O:13])[N:7]([CH2:18][C:17]1[CH:20]=[CH:21][CH:22]=[CH:23][C:16]=1[C:15]([F:14])([F:24])[F:25])[N:8]1[CH:12]=[CH:11][CH:10]=[CH:9]1)([CH3:4])([CH3:2])[CH3:3]. (4) Given the reactants [OH:1][CH2:2][C:3]([C:5]1[CH:10]=[CH:9][C:8]([N+:11]([O-:13])=[O:12])=[CH:7][CH:6]=1)=[O:4].N1C=CN=C1.[C:19]([Si:23](Cl)([CH3:25])[CH3:24])([CH3:22])([CH3:21])[CH3:20].O, predict the reaction product. The product is: [Si:23]([O:1][CH2:2][C:3]([C:5]1[CH:6]=[CH:7][C:8]([N+:11]([O-:13])=[O:12])=[CH:9][CH:10]=1)=[O:4])([C:19]([CH3:22])([CH3:21])[CH3:20])([CH3:25])[CH3:24]. (5) Given the reactants [Br:1][C:2]1[CH:11]=[C:10]2[C:5]([CH:6]=[CH:7][N:8]=[C:9]2Cl)=[CH:4][CH:3]=1.[CH2:13]([Mg]Cl)[CH2:14][CH2:15][CH3:16], predict the reaction product. The product is: [Br:1][C:2]1[CH:11]=[C:10]2[C:5]([CH:6]=[CH:7][N:8]=[C:9]2[CH2:13][CH2:14][CH2:15][CH3:16])=[CH:4][CH:3]=1. (6) The product is: [CH:20]1([C:16]2[N:15]=[C:14]([C:6]3[CH:5]=[C:4]4[C:9](=[CH:8][CH:7]=3)[NH:1][CH:2]=[CH:3]4)[CH:19]=[N:18][CH:17]=2)[CH2:22][CH2:21]1. Given the reactants [NH:1]1[C:9]2[C:4](=[CH:5][C:6](B(O)O)=[CH:7][CH:8]=2)[CH:3]=[CH:2]1.Br[C:14]1[CH:19]=[N:18][CH:17]=[C:16]([CH:20]2[CH2:22][CH2:21]2)[N:15]=1.C([O-])([O-])=O.[Na+].[Na+], predict the reaction product. (7) Given the reactants [CH3:1][C:2]1[N:7]=[C:6]([C:8]2[NH:12][C:11]([CH2:13][C:14]3[CH:15]=[C:16]([CH:20]=[CH:21][CH:22]=3)[C:17](N)=[O:18])=[N:10][C:9]=2[C:23]2[CH:24]=[C:25]3[C:30](=[CH:31][CH:32]=2)[N:29]=[CH:28][CH:27]=[CH:26]3)[CH:5]=[CH:4][CH:3]=1.[OH-:33].[Na+], predict the reaction product. The product is: [CH3:1][C:2]1[N:7]=[C:6]([C:8]2[NH:12][C:11]([CH2:13][C:14]3[CH:15]=[C:16]([CH:20]=[CH:21][CH:22]=3)[C:17]([OH:33])=[O:18])=[N:10][C:9]=2[C:23]2[CH:24]=[C:25]3[C:30](=[CH:31][CH:32]=2)[N:29]=[CH:28][CH:27]=[CH:26]3)[CH:5]=[CH:4][CH:3]=1.